Dataset: Reaction yield outcomes from USPTO patents with 853,638 reactions. Task: Predict the reaction yield, written as a fraction of the theoretical maximum amount of product (1.0 means a 100% yield; for example, 0.34 means a 34% yield). (1) The reactants are [Br:1][C:2]1[CH:3]=[C:4]([N+:13]([O-])=O)[C:5]([CH3:12])=[C:6]([CH:11]=1)[C:7]([O:9][CH3:10])=[O:8].[Cl-].[NH4+]. The catalyst is C(O)C.C(=O)(O)[O-].[Fe]. The product is [NH2:13][C:4]1[C:5]([CH3:12])=[C:6]([CH:11]=[C:2]([Br:1])[CH:3]=1)[C:7]([O:9][CH3:10])=[O:8]. The yield is 0.894. (2) The yield is 0.400. The reactants are C(OC([N:8]1[CH2:13][CH2:12][CH:11]([NH:14][CH2:15][C:16]2[CH:21]=[CH:20][C:19]([Cl:22])=[CH:18][CH:17]=2)[CH2:10][CH2:9]1)=O)(C)(C)C.[CH:23](=O)[CH3:24].[BH-](OC(C)=O)(OC(C)=O)OC(C)=O.[Na+]. The catalyst is C(Cl)Cl.CC(O)=O. The product is [Cl:22][C:19]1[CH:18]=[CH:17][C:16]([CH2:15][N:14]([CH2:23][CH3:24])[CH:11]2[CH2:10][CH2:9][NH:8][CH2:13][CH2:12]2)=[CH:21][CH:20]=1. (3) The reactants are [CH3:1][O:2][C:3]1[CH:11]=[C:7]([C:8]([OH:10])=O)[C:6]([OH:12])=[CH:5][CH:4]=1.[F:13][C:14]([F:27])([F:26])[C:15]1[CH:16]=[C:17]([CH:19]=[C:20]([C:22]([F:25])([F:24])[F:23])[CH:21]=1)[NH2:18]. No catalyst specified. The product is [F:13][C:14]([F:26])([F:27])[C:15]1[CH:16]=[C:17]([NH:18][C:8](=[O:10])[C:7]2[CH:11]=[C:3]([O:2][CH3:1])[CH:4]=[CH:5][C:6]=2[OH:12])[CH:19]=[C:20]([C:22]([F:23])([F:25])[F:24])[CH:21]=1. The yield is 0.568. (4) The reactants are [CH3:1][O:2][C:3]1[CH:4]=[C:5]2[C:10](=[CH:11][C:12]=1[O:13][CH2:14][CH2:15][CH2:16][N:17]1C(=O)C3C(=CC=CC=3)C1=O)[N:9]=[CH:8][CH:7]=[C:6]2[O:28][C:29]1[C:30]([CH3:39])=[N:31][C:32]2[C:37]([CH:38]=1)=[CH:36][CH:35]=[CH:34][CH:33]=2.NN. The catalyst is CN(C)C=O. The product is [CH3:1][O:2][C:3]1[CH:4]=[C:5]2[C:10](=[CH:11][C:12]=1[O:13][CH2:14][CH2:15][CH2:16][NH2:17])[N:9]=[CH:8][CH:7]=[C:6]2[O:28][C:29]1[C:30]([CH3:39])=[N:31][C:32]2[C:37]([CH:38]=1)=[CH:36][CH:35]=[CH:34][CH:33]=2. The yield is 1.00. (5) The reactants are [CH3:1][O:2][C:3](=[O:16])[C:4]1[CH:9]=[CH:8][C:7]([CH:10](O)[CH3:11])=[CH:6][C:5]=1[N+:13]([O-:15])=[O:14].CCN(S(F)(F)[F:23])CC.C([O-])(O)=O.[Na+]. The catalyst is C(Cl)Cl. The product is [CH3:1][O:2][C:3](=[O:16])[C:4]1[CH:9]=[CH:8][C:7]([CH:10]([F:23])[CH3:11])=[CH:6][C:5]=1[N+:13]([O-:15])=[O:14]. The yield is 0.560.